Dataset: Reaction yield outcomes from USPTO patents with 853,638 reactions. Task: Predict the reaction yield, written as a fraction of the theoretical maximum amount of product (1.0 means a 100% yield; for example, 0.34 means a 34% yield). (1) The reactants are [CH2:1]([Zn]CC)C.FC(F)(F)C(O)=O.ICI.[CH2:16]=[C:17]1[CH2:22][CH2:21][CH2:20][N:19]([C:23]([O:25][CH2:26][C:27]2[CH:32]=[CH:31][CH:30]=[CH:29][CH:28]=2)=[O:24])[CH2:18]1.C(=O)(O)[O-].[Na+]. The catalyst is ClCCl. The product is [CH2:1]1[C:17]2([CH2:22][CH2:21][CH2:20][N:19]([C:23]([O:25][CH2:26][C:27]3[CH:28]=[CH:29][CH:30]=[CH:31][CH:32]=3)=[O:24])[CH2:18]2)[CH2:16]1. The yield is 0.689. (2) The reactants are Br[CH:2]([C:23]1[CH:28]=[CH:27][CH:26]=[CH:25][CH:24]=1)[C:3]([C:5]1[CH:10]=[CH:9][C:8]([C:11]2([NH:15][C:16](=[O:22])[O:17][C:18]([CH3:21])([CH3:20])[CH3:19])[CH2:14][CH2:13][CH2:12]2)=[CH:7][CH:6]=1)=O.[CH3:29][C:30]1[C:35]([CH3:36])=[C:34]([S:37][CH3:38])[N:33]=[N:32][C:31]=1[NH2:39].C(N(CC)C(C)C)(C)C. The catalyst is C(#N)CCC. The product is [CH3:36][C:35]1[C:34]([S:37][CH3:38])=[N:33][N:32]2[C:2]([C:23]3[CH:28]=[CH:27][CH:26]=[CH:25][CH:24]=3)=[C:3]([C:5]3[CH:10]=[CH:9][C:8]([C:11]4([NH:15][C:16](=[O:22])[O:17][C:18]([CH3:21])([CH3:20])[CH3:19])[CH2:14][CH2:13][CH2:12]4)=[CH:7][CH:6]=3)[N:39]=[C:31]2[C:30]=1[CH3:29]. The yield is 0.190. (3) The reactants are [CH2:1]([O:3][C:4]([C@H:6]1[C@@H:11]([NH2:12])[C@H:10]2[CH2:13][C@@H:7]1[CH2:8][CH2:9]2)=[O:5])[CH3:2].[C:14]([O-:24])(=[O:23])[C@H:15]([C:17]1[CH:22]=[CH:21][CH:20]=[CH:19][CH:18]=1)[OH:16].O[C@@H](C1C=CC=CC=1)C(O)=O. The catalyst is C(OCC)(=O)C. The product is [OH:16][C@@H:15]([C:17]1[CH:22]=[CH:21][CH:20]=[CH:19][CH:18]=1)[C:14]([O-:24])=[O:23].[CH2:1]([O:3][C:4]([C@@H:6]1[C@@H:7]2[CH2:13][C@@H:10]([CH2:9][CH2:8]2)[C@@H:11]1[NH3+:12])=[O:5])[CH3:2]. The yield is 0.180. (4) The reactants are [N:1]([C:4](=[CH:8][C:9]1[S:10][C:11]([Br:14])=[CH:12][CH:13]=1)[C:5]([O-:7])=[O:6])=[N+]=[N-].[CH3:15][C:16]1C=CC=CC=1C. No catalyst specified. The product is [Br:14][C:11]1[S:10][C:9]2[CH:8]=[C:4]([C:5]([O:7][CH2:15][CH3:16])=[O:6])[NH:1][C:13]=2[CH:12]=1. The yield is 0.738. (5) The reactants are C(C1C=NC=CC=1OC1C=CC(N)=CC=1F)C.FC1C=CC(CC(N=C=O)=O)=CC=1.COC1C=C[C:36]([CH2:37][NH:38][C:39]2N=CN=[C:41]([O:45][C:46]3[CH:51]=[CH:50][C:49]([NH:52][C:53]([NH:55][C:56](=[O:65])[CH2:57][C:58]4[CH:63]=[CH:62][C:61]([F:64])=[CH:60][CH:59]=4)=[O:54])=[CH:48][C:47]=3[F:66])[CH:40]=2)=[CH:35][CH:34]=1.[ClH:69].CCOCC. The catalyst is C(Cl)Cl.CO. The product is [ClH:69].[CH2:35]([C:36]1[CH:37]=[N:38][CH:39]=[CH:40][C:41]=1[O:45][C:46]1[CH:51]=[CH:50][C:49]([NH:52][C:53]([NH:55][C:56](=[O:65])[CH2:57][C:58]2[CH:63]=[CH:62][C:61]([F:64])=[CH:60][CH:59]=2)=[O:54])=[CH:48][C:47]=1[F:66])[CH3:34]. The yield is 0.360.